From a dataset of Peptide-MHC class I binding affinity with 185,985 pairs from IEDB/IMGT. Regression. Given a peptide amino acid sequence and an MHC pseudo amino acid sequence, predict their binding affinity value. This is MHC class I binding data. (1) The peptide sequence is SSLPSYAAY. The MHC is HLA-A30:02 with pseudo-sequence HLA-A30:02. The binding affinity (normalized) is 1.00. (2) The MHC is HLA-B18:01 with pseudo-sequence HLA-B18:01. The binding affinity (normalized) is 0.738. The peptide sequence is TESDAIRTL. (3) The peptide sequence is SRLGIVVLR. The MHC is HLA-B39:01 with pseudo-sequence HLA-B39:01. The binding affinity (normalized) is 0.0847. (4) The peptide sequence is WLGARYLEF. The MHC is HLA-A23:01 with pseudo-sequence HLA-A23:01. The binding affinity (normalized) is 0.592. (5) The peptide sequence is SSRLKRLPPE. The MHC is HLA-B07:02 with pseudo-sequence HLA-B07:02. The binding affinity (normalized) is 0.0423.